From a dataset of Peptide-MHC class I binding affinity with 185,985 pairs from IEDB/IMGT. Regression. Given a peptide amino acid sequence and an MHC pseudo amino acid sequence, predict their binding affinity value. This is MHC class I binding data. (1) The peptide sequence is AVFKDSFLGK. The MHC is HLA-B40:01 with pseudo-sequence HLA-B40:01. The binding affinity (normalized) is 0. (2) The peptide sequence is IANTTDHFF. The MHC is HLA-B51:01 with pseudo-sequence HLA-B51:01. The binding affinity (normalized) is 0.0847. (3) The peptide sequence is YRHDGGNVL. The MHC is HLA-B53:01 with pseudo-sequence HLA-B53:01. The binding affinity (normalized) is 0. (4) The MHC is HLA-B51:01 with pseudo-sequence HLA-B51:01. The binding affinity (normalized) is 0.0847. The peptide sequence is NFFHASLAY. (5) The peptide sequence is VAEMDGIQY. The MHC is HLA-A29:02 with pseudo-sequence HLA-A29:02. The binding affinity (normalized) is 0.624. (6) The peptide sequence is FASPLHVAWR. The MHC is HLA-A68:01 with pseudo-sequence HLA-A68:01. The binding affinity (normalized) is 0.930. (7) The peptide sequence is ISKANWMTY. The MHC is HLA-A02:12 with pseudo-sequence HLA-A02:12. The binding affinity (normalized) is 0.0847. (8) The peptide sequence is GRRTRREAI. The binding affinity (normalized) is 0. The MHC is HLA-A11:01 with pseudo-sequence HLA-A11:01.